The task is: Binary Classification. Given a drug SMILES string, predict its activity (active/inactive) in a high-throughput screening assay against a specified biological target.. This data is from Cav3 T-type calcium channel HTS with 100,875 compounds. (1) The molecule is ClC1=C(N2CCOCC2)C(=O)N(CCc2ccccc2)C1=O. The result is 0 (inactive). (2) The compound is Clc1ccc(SCc2nc(nc(N3CCOCC3)c2)C)cc1. The result is 0 (inactive).